Dataset: Reaction yield outcomes from USPTO patents with 853,638 reactions. Task: Predict the reaction yield, written as a fraction of the theoretical maximum amount of product (1.0 means a 100% yield; for example, 0.34 means a 34% yield). (1) The reactants are [F:1][C:2]1[CH:8]=[C:7]([C:9]#[C:10][Si:11]([CH3:14])([CH3:13])[CH3:12])[CH:6]=[CH:5][C:3]=1[NH2:4].F[C:16]1[C:24]([F:25])=[C:23]([F:26])[CH:22]=[CH:21][C:17]=1[C:18]([OH:20])=[O:19].[Li+].C[Si]([N-][Si](C)(C)C)(C)C. The catalyst is C1COCC1. The product is [F:25][C:24]1[C:16]([NH:4][C:3]2[CH:5]=[CH:6][C:7]([C:9]#[C:10][Si:11]([CH3:13])([CH3:12])[CH3:14])=[CH:8][C:2]=2[F:1])=[C:17]([CH:21]=[CH:22][C:23]=1[F:26])[C:18]([OH:20])=[O:19]. The yield is 0.590. (2) The reactants are [CH3:1][CH:2]([CH3:33])[C@H:3]([NH:11][S:12]([C:15]1[CH:16]=[CH:17][C:18]2[C:22]3[CH:23]=[C:24]([C:27]4[S:28][CH:29]=[CH:30][N:31]=4)[CH:25]=[CH:26][C:21]=3[O:20][C:19]=2[CH:32]=1)(=[O:14])=[O:13])[C:4]([O:6]C(C)(C)C)=[O:5]. The catalyst is C(O)(C(F)(F)F)=O.C(Cl)Cl. The product is [CH3:1][CH:2]([CH3:33])[C@H:3]([NH:11][S:12]([C:15]1[CH:16]=[CH:17][C:18]2[C:22]3[CH:23]=[C:24]([C:27]4[S:28][CH:29]=[CH:30][N:31]=4)[CH:25]=[CH:26][C:21]=3[O:20][C:19]=2[CH:32]=1)(=[O:14])=[O:13])[C:4]([OH:6])=[O:5]. The yield is 0.820. (3) The reactants are [CH2:1]([O:3][C:4](=[O:22])[C:5]([NH:7][C:8]1[C:13]([C:14]([F:17])([F:16])[F:15])=[CH:12][C:11]([Br:18])=[CH:10][C:9]=1[N+:19]([O-:21])=[O:20])=[O:6])[CH3:2].[CH2:23](I)[CH3:24].[CH2:26]1OCCOCCOCCOCCOCCO[CH2:27]1.C([O-])([O-])=O.[K+].[K+]. The catalyst is CC#N. The product is [CH2:1]([O:3][C:4](=[O:22])[C:5](=[N:7][C:8]1[C:13]([C:14]([F:15])([F:17])[F:16])=[CH:12][C:11]([Br:18])=[CH:10][C:9]=1[N+:19]([O-:21])=[O:20])[O:6][CH2:23][CH3:24])[CH3:2].[CH2:1]([O:3][C:4](=[O:22])[C:5]([N:7]([C:8]1[C:13]([C:14]([F:15])([F:17])[F:16])=[CH:12][C:11]([Br:18])=[CH:10][C:9]=1[N+:19]([O-:21])=[O:20])[CH2:26][CH3:27])=[O:6])[CH3:2]. The yield is 0.0500. (4) The reactants are [CH2:1]([O:3][C:4](=[O:28])[CH2:5][C@H:6]1[C:14]2[C:9](=[CH:10][C:11]([O:15][CH2:16][CH2:17][CH2:18][NH:19][C:20]3[C:25]([CH3:26])=[CH:24][N:23]=[C:22]([Cl:27])[N:21]=3)=[CH:12][CH:13]=2)[CH2:8][CH2:7]1)[CH3:2].[H-].[Na+].I[CH2:32][CH2:33][CH3:34]. The catalyst is CN(C=O)C. The product is [CH2:1]([O:3][C:4](=[O:28])[CH2:5][C@H:6]1[C:14]2[C:9](=[CH:10][C:11]([O:15][CH2:16][CH2:17][CH2:18][N:19]([C:20]3[C:25]([CH3:26])=[CH:24][N:23]=[C:22]([Cl:27])[N:21]=3)[CH2:32][CH2:33][CH3:34])=[CH:12][CH:13]=2)[CH2:8][CH2:7]1)[CH3:2]. The yield is 0.460. (5) The product is [C:17]([O:20][C:21]([NH:1][C:2]1[CH:3]=[C:4]([CH:8]=[CH:9][CH:10]=1)[C:5]([OH:7])=[O:6])=[O:22])([CH3:19])([CH3:18])[CH3:16]. The catalyst is O. The reactants are [NH2:1][C:2]1[CH:3]=[C:4]([CH:8]=[CH:9][CH:10]=1)[C:5]([OH:7])=[O:6].C1COCC1.[CH3:16][C:17]([O:20][C:21](O[C:21]([O:20][C:17]([CH3:19])([CH3:18])[CH3:16])=[O:22])=[O:22])([CH3:19])[CH3:18].CCN(CC)CC. The yield is 0.970. (6) The reactants are C(O[C:6]([NH:8][C:9]1[N:10]=[C:11]([C:15]([O:17][CH3:18])=[O:16])[N:12]([CH3:14])[CH:13]=1)=[O:7])(C)(C)C.Cl.[C:20]([O:24][C:25]([NH:27][C:28]1[CH:29]=[C:30](C(O)=O)[N:31]([CH3:33])[CH:32]=1)=[O:26])([CH3:23])([CH3:22])[CH3:21].C(Cl)CCl.CCN(C(C)C)C(C)C. The catalyst is C(O)C.C1(C)C=CC=CC=1.CC(N(C)C)=O. The product is [C:20]([O:24][C:25]([NH:27][C:28]1[CH:29]=[C:30]([C:6]([NH:8][C:9]2[N:10]=[C:11]([C:15]([O:17][CH3:18])=[O:16])[N:12]([CH3:14])[CH:13]=2)=[O:7])[N:31]([CH3:33])[CH:32]=1)=[O:26])([CH3:23])([CH3:22])[CH3:21]. The yield is 0.730. (7) The reactants are [C:1]1([NH:7][C:8](=[O:15])[NH:9][CH2:10][C:11]([O:13]C)=[O:12])[CH:6]=[CH:5][CH:4]=[CH:3][CH:2]=1.[OH-].[Na+]. The catalyst is CO. The product is [C:1]1([NH:7][C:8](=[O:15])[NH:9][CH2:10][C:11]([OH:13])=[O:12])[CH:2]=[CH:3][CH:4]=[CH:5][CH:6]=1. The yield is 0.870.